This data is from Reaction yield outcomes from USPTO patents with 853,638 reactions. The task is: Predict the reaction yield, written as a fraction of the theoretical maximum amount of product (1.0 means a 100% yield; for example, 0.34 means a 34% yield). (1) The reactants are FC(F)(F)C([NH:5][C:6]1[CH:11]=[CH:10][C:9]([S:12](=[O:25])(=[O:24])[NH:13][C:14]2[CH:15]=[CH:16][C:17]3[CH2:21][O:20][B:19]([OH:22])[C:18]=3[CH:23]=2)=[C:8]([CH2:26][C:27]2[O:28][C:29]([CH2:32][CH2:33][CH3:34])=[N:30][N:31]=2)[CH:7]=1)=O. The catalyst is [NH4+].CO. The product is [NH2:5][C:6]1[CH:11]=[CH:10][C:9]([S:12]([NH:13][C:14]2[CH:15]=[CH:16][C:17]3[CH2:21][O:20][B:19]([OH:22])[C:18]=3[CH:23]=2)(=[O:24])=[O:25])=[C:8]([CH2:26][C:27]2[O:28][C:29]([CH2:32][CH2:33][CH3:34])=[N:30][N:31]=2)[CH:7]=1. The yield is 0.620. (2) The reactants are [CH3:1][O:2][CH2:3][CH2:4][C:5]1[CH:10]=[CH:9][CH:8]=[CH:7][CH:6]=1.C1C(=O)N([Br:18])C(=O)C1.CC(N=NC(C#N)(C)C)(C#N)C. The catalyst is C(Cl)(Cl)(Cl)Cl.C(=O)(O)[O-].[Na+]. The product is [CH3:1][O:2][CH2:3][CH:4]([Br:18])[C:5]1[CH:10]=[CH:9][CH:8]=[CH:7][CH:6]=1. The yield is 0.840. (3) The catalyst is CO.[Pd]. The yield is 1.00. The product is [OH:1][C@@H:2]1[CH2:7][CH2:6][C@H:5]([N:8]2[CH2:12][CH2:11][C@:10]3([CH2:17][CH2:16][CH2:15][NH:14][CH2:13]3)[C:9]2=[O:28])[CH2:4][CH2:3]1. The reactants are [OH:1][C@@H:2]1[CH2:7][CH2:6][C@H:5]([N:8]2[CH2:12][CH2:11][C@:10]3([CH2:17][CH2:16][CH2:15][N:14](C(OCC4C=CC=CC=4)=O)[CH2:13]3)[C:9]2=[O:28])[CH2:4][CH2:3]1. (4) The reactants are N[C:2]1[CH:3]=[C:4]([C@@H:12]2[CH2:16][NH:15][C:14](=[O:17])[CH2:13]2)[C:5]([N+:9]([O-:11])=[O:10])=[CH:6][C:7]=1[Cl:8].N([O-])=O.[Na+].O. The catalyst is OS(O)(=O)=O. The product is [Cl:8][C:7]1[CH:2]=[CH:3][C:4]([C@@H:12]2[CH2:16][NH:15][C:14](=[O:17])[CH2:13]2)=[C:5]([N+:9]([O-:11])=[O:10])[CH:6]=1. The yield is 0.800. (5) The product is [C:24]([C:11]1[C:12](=[O:23])[N:13]([CH2:14][C:15]2[CH:20]=[CH:19][C:18]([CH3:21])=[CH:17][C:16]=2[CH3:22])[C:8]([C:4]2[CH:3]=[C:2]([C:43]3[CH:44]=[C:45]4[C:40]([CH:39]=[CH:38][N:37]4[C:35]([O:34][C:30]([CH3:33])([CH3:32])[CH3:31])=[O:36])=[CH:41][CH:42]=3)[CH:7]=[CH:6][CH:5]=2)=[CH:9][C:10]=1[C:26]([F:28])([F:27])[F:29])#[N:25]. The catalyst is COCCOC.O.C1C=CC([P]([Pd]([P](C2C=CC=CC=2)(C2C=CC=CC=2)C2C=CC=CC=2)([P](C2C=CC=CC=2)(C2C=CC=CC=2)C2C=CC=CC=2)[P](C2C=CC=CC=2)(C2C=CC=CC=2)C2C=CC=CC=2)(C2C=CC=CC=2)C2C=CC=CC=2)=CC=1. The reactants are Br[C:2]1[CH:3]=[C:4]([C:8]2[N:13]([CH2:14][C:15]3[CH:20]=[CH:19][C:18]([CH3:21])=[CH:17][C:16]=3[CH3:22])[C:12](=[O:23])[C:11]([C:24]#[N:25])=[C:10]([C:26]([F:29])([F:28])[F:27])[CH:9]=2)[CH:5]=[CH:6][CH:7]=1.[C:30]([O:34][C:35]([N:37]1[C:45]2[C:40](=[CH:41][CH:42]=[C:43](B3OC(C)(C)C(C)(C)O3)[CH:44]=2)[CH:39]=[CH:38]1)=[O:36])([CH3:33])([CH3:32])[CH3:31].C([O-])([O-])=O.[K+].[K+].N#N. The yield is 0.923.